The task is: Predict the reactants needed to synthesize the given product.. This data is from Full USPTO retrosynthesis dataset with 1.9M reactions from patents (1976-2016). (1) Given the product [CH:1]1([N:7]2[CH2:11][CH2:10][C:9]([CH2:16][C:17]3[C:22]([Cl:23])=[CH:21][CH:20]=[CH:19][C:18]=3[Cl:24])([C:12]([OH:14])=[O:13])[C:8]2=[O:25])[CH2:6][CH2:5][CH2:4][CH2:3][CH2:2]1, predict the reactants needed to synthesize it. The reactants are: [CH:1]1([N:7]2[CH2:11][CH2:10][C:9]([CH2:16][C:17]3[C:22]([Cl:23])=[CH:21][CH:20]=[CH:19][C:18]=3[Cl:24])([C:12]([O:14]C)=[O:13])[C:8]2=[O:25])[CH2:6][CH2:5][CH2:4][CH2:3][CH2:2]1.[OH-].[Na+].Cl. (2) Given the product [NH2:12][C:9]1[CH:10]=[CH:11][C:6]([O:5][C:4]2[CH:3]=[C:2]([CH3:1])[CH:33]=[C:32]([CH3:34])[CH:31]=2)=[C:7]([S:15]([N:18]2[CH2:19][CH2:20][N:21]([C:24]([O:26][C:27]([CH3:30])([CH3:29])[CH3:28])=[O:25])[CH2:22][CH2:23]2)(=[O:17])=[O:16])[CH:8]=1, predict the reactants needed to synthesize it. The reactants are: [CH3:1][C:2]1[CH:3]=[C:4]([CH:31]=[C:32]([CH3:34])[CH:33]=1)[O:5][C:6]1[CH:11]=[CH:10][C:9]([N+:12]([O-])=O)=[CH:8][C:7]=1[S:15]([N:18]1[CH2:23][CH2:22][N:21]([C:24]([O:26][C:27]([CH3:30])([CH3:29])[CH3:28])=[O:25])[CH2:20][CH2:19]1)(=[O:17])=[O:16]. (3) Given the product [Br:1][C:2]1[N:3]=[C:4]([CH:22]2[CH2:24][CH2:23]2)[N:5]([CH2:14][O:15][CH2:16][CH2:17][Si:18]([CH3:21])([CH3:20])[CH3:19])[C:6]=1[C:7]1[CH:12]=[CH:11][N:10]=[C:9]([CH2:28][CH2:27][C:26]#[N:25])[N:8]=1, predict the reactants needed to synthesize it. The reactants are: [Br:1][C:2]1[N:3]=[C:4]([CH:22]2[CH2:24][CH2:23]2)[N:5]([CH2:14][O:15][CH2:16][CH2:17][Si:18]([CH3:21])([CH3:20])[CH3:19])[C:6]=1[C:7]1[CH:12]=[CH:11][N:10]=[C:9](Cl)[N:8]=1.[NH2:25][CH2:26][CH2:27][C:28]#N.C(N(C(C)C)CC)(C)C.C([O-])([O-])=O.[Na+].[Na+]. (4) Given the product [C:28]([OH:31])(=[O:1])[CH:29]=[CH2:30].[CH:14]([O:1][O:3][C:8]1[CH:9]=[CH:10][CH:11]=[CH:12][CH:13]=1)([CH3:27])[CH3:15], predict the reactants needed to synthesize it. The reactants are: [OH-:1].[Na+].[OH:3]O.C([C:8]1[CH:13]=[CH:12][CH:11]=[CH:10][CH:9]=1)(C)C.[CH:14]1[C:27]2NC3C(=CC=CC=3)SC=2C=C[CH:15]=1.[C:28](Cl)(=[O:31])[CH:29]=[CH2:30].